This data is from Full USPTO retrosynthesis dataset with 1.9M reactions from patents (1976-2016). The task is: Predict the reactants needed to synthesize the given product. Given the product [C:17]([O:16][C:14]([NH:1][CH:2]([CH2:3][C:4]1[CH:9]=[CH:8][CH:7]=[CH:6][CH:5]=1)[CH2:10][C:11]([OH:13])=[O:12])=[O:15])([CH3:20])([CH3:19])[CH3:18], predict the reactants needed to synthesize it. The reactants are: [NH2:1][C@H:2]([CH2:10][C:11]([OH:13])=[O:12])[CH2:3][C:4]1[CH:9]=[CH:8][CH:7]=[CH:6][CH:5]=1.[C:14](O[C:14]([O:16][C:17]([CH3:20])([CH3:19])[CH3:18])=[O:15])([O:16][C:17]([CH3:20])([CH3:19])[CH3:18])=[O:15].O1CCOCC1.O.